From a dataset of Full USPTO retrosynthesis dataset with 1.9M reactions from patents (1976-2016). Predict the reactants needed to synthesize the given product. (1) Given the product [CH2:1]([O:8][C:9]1[C:13]([C:14]([O:16][CH3:17])=[O:15])=[N:12][N:11]([CH:23]([C:24]#[N:25])[C:26]2[CH:31]=[CH:30][CH:29]=[CH:28][CH:27]=2)[C:10]=1[C:18]([O:20][CH3:21])=[O:19])[C:2]1[CH:7]=[CH:6][CH:5]=[CH:4][CH:3]=1, predict the reactants needed to synthesize it. The reactants are: [CH2:1]([O:8][C:9]1[C:10]([C:18]([O:20][CH3:21])=[O:19])=[N:11][NH:12][C:13]=1[C:14]([O:16][CH3:17])=[O:15])[C:2]1[CH:7]=[CH:6][CH:5]=[CH:4][CH:3]=1.Br[CH:23]([C:26]1[CH:31]=[CH:30][CH:29]=[CH:28][CH:27]=1)[C:24]#[N:25].C([O-])([O-])=O.[Cs+].[Cs+]. (2) Given the product [F:34][C:35]1[CH:36]=[CH:37][C:38](/[CH:39]=[CH:40]/[C:41]([NH:33][CH2:32][CH2:31][CH2:30][N:24]2[CH2:29][CH2:28][S:27][CH2:26][CH2:25]2)=[O:42])=[CH:44][CH:45]=1, predict the reactants needed to synthesize it. The reactants are: N1(CCNC(=O)/C=C/C2C=CC=CC=2F)C2C=CC=CC=2N=C1.[N:24]1([CH2:30][CH2:31][CH2:32][NH2:33])[CH2:29][CH2:28][S:27][CH2:26][CH2:25]1.[F:34][C:35]1[CH:45]=[CH:44][C:38]([CH:39]=[CH:40][C:41](O)=[O:42])=[CH:37][CH:36]=1.CCN=C=NCCCN(C)C.Cl. (3) Given the product [CH:20]1([C:2]2[CH:3]=[C:4]([N+:11]([O-:13])=[O:12])[CH:5]=[C:6]([N+:8]([O-:10])=[O:9])[CH:7]=2)[CH2:14][CH2:15]1, predict the reactants needed to synthesize it. The reactants are: Br[C:2]1[CH:3]=[C:4]([N+:11]([O-:13])=[O:12])[CH:5]=[C:6]([N+:8]([O-:10])=[O:9])[CH:7]=1.[C:14]1([CH3:20])C=CC=C[CH:15]=1.C([O-])([O-])=O.[Cs+].[Cs+].B1(C2CC2)OC(=O)CN(C)CC(=O)O1. (4) Given the product [Si:1]([O:8][CH2:9][C@@H:10]([NH:26][C:27]1[C:36]2[C:31](=[CH:32][CH:33]=[CH:34][CH:35]=2)[N:30]=[CH:29][C:28]=1[NH2:37])[CH2:11][C:12]1[CH:13]=[CH:14][C:15]([O:18][Si:19]([C:22]([CH3:25])([CH3:24])[CH3:23])([CH3:21])[CH3:20])=[CH:16][CH:17]=1)([C:4]([CH3:5])([CH3:6])[CH3:7])([CH3:3])[CH3:2], predict the reactants needed to synthesize it. The reactants are: [Si:1]([O:8][CH2:9][C@@H:10]([NH:26][C:27]1[C:36]2[C:31](=[CH:32][CH:33]=[CH:34][CH:35]=2)[N:30]=[CH:29][C:28]=1[N+:37]([O-])=O)[CH2:11][C:12]1[CH:17]=[CH:16][C:15]([O:18][Si:19]([C:22]([CH3:25])([CH3:24])[CH3:23])([CH3:21])[CH3:20])=[CH:14][CH:13]=1)([C:4]([CH3:7])([CH3:6])[CH3:5])([CH3:3])[CH3:2]. (5) Given the product [S:20]1[C:24]([C:25]([O:10][CH2:11][CH2:12][CH2:13][CH2:14][C:15]([CH3:19])=[C:16]([F:17])[F:18])=[O:26])=[CH:23][C:22]2[CH:28]=[CH:29][CH:30]=[CH:31][C:21]1=2, predict the reactants needed to synthesize it. The reactants are: CN(C)C=O.CS([O:10][CH2:11][CH2:12][CH2:13][CH2:14][C:15]([CH3:19])=[C:16]([F:18])[F:17])(=O)=O.[S:20]1[C:24]([C:25](O)=[O:26])=[CH:23][C:22]2[CH:28]=[CH:29][CH:30]=[CH:31][C:21]1=2.C(=O)([O-])O.[Na+].